Dataset: Forward reaction prediction with 1.9M reactions from USPTO patents (1976-2016). Task: Predict the product of the given reaction. (1) Given the reactants [CH3:1][NH:2][CH2:3][CH2:4][C@H:5]([O:11][C:12]1[CH:13]=[CH:14][CH:15]=[C:16]2[CH:21]=[CH:20][CH:19]=[CH:18][C:17]=12)[C:6]1[S:10][CH:9]=[CH:8][CH:7]=1.[C:22]([OH:34])(=[O:33])[CH2:23][C:24]([CH2:29][C:30]([OH:32])=[O:31])([C:26]([OH:28])=[O:27])[OH:25].C(=O)([O-])[O-].[K+:39].[K+].O.C(=O)(O)[O-].[Na+:46], predict the reaction product. The product is: [CH3:1][NH:2][CH2:3][CH2:4][C@H:5]([O:11][C:12]1[CH:13]=[CH:14][CH:15]=[C:16]2[CH:21]=[CH:20][CH:19]=[CH:18][C:17]=12)[C:6]1[S:10][CH:9]=[CH:8][CH:7]=1.[C:22]([O-:34])(=[O:33])[CH2:23][C:24]([CH2:29][C:30]([O-:32])=[O:31])([C:26]([O-:28])=[O:27])[OH:25].[Na+:46].[Na+:46].[Na+:46].[C:22]([O-:34])(=[O:33])[CH2:23][C:24]([CH2:29][C:30]([O-:32])=[O:31])([C:26]([O-:28])=[O:27])[OH:25].[K+:39].[K+:39].[K+:39]. (2) Given the reactants [Cl:1][C:2]1[C:3]2[C:4](=[CH:9][N:10]([CH2:12][C@@H:13]([OH:15])[CH3:14])[N:11]=2)[N:5]=[CH:6][C:7]=1[F:8].[Cl:16][C:17]1[C:22]([F:23])=[CH:21][N:20]=[C:19]2[CH:24]=[N:25][N:26]([CH2:27][C@@H:28]([OH:30])[CH3:29])[C:18]=12.[O:31]1[CH:36]=[CH:35][CH2:34][CH2:33][CH2:32]1, predict the reaction product. The product is: [Cl:16][C:17]1[C:22]([F:23])=[CH:21][N:20]=[C:19]2[CH:24]=[N:25][N:26]([CH2:27][C@@H:28]([O:30][CH:32]3[CH2:33][CH2:34][CH2:35][CH2:36][O:31]3)[CH3:29])[C:18]=12.[Cl:1][C:2]1[C:3]2[C:4](=[CH:9][N:10]([CH2:12][C@@H:13]([O:15][CH:19]3[CH2:18][CH2:17][CH2:22][CH2:21][O:31]3)[CH3:14])[N:11]=2)[N:5]=[CH:6][C:7]=1[F:8]. (3) Given the reactants Cl.[C:2]([C:4]1[CH:5]=[C:6]([N:10]2[CH2:15][CH2:14][NH:13][CH2:12][CH2:11]2)[CH:7]=[CH:8][CH:9]=1)#[N:3].CN(C)CCCN=C=NCC.O.ON1C2C=CC=CC=2N=N1.[C:38]1([C:44]2[N:45]=[C:46]3[CH:51]=[CH:50][CH:49]=[CH:48][N:47]3[C:52]=2[C:53](O)=[O:54])[CH:43]=[CH:42][CH:41]=[CH:40][CH:39]=1, predict the reaction product. The product is: [C:2]([C:4]1[CH:5]=[C:6]([N:10]2[CH2:15][CH2:14][N:13]([C:53]([C:52]3[N:47]4[CH:48]=[CH:49][CH:50]=[CH:51][C:46]4=[N:45][C:44]=3[C:38]3[CH:43]=[CH:42][CH:41]=[CH:40][CH:39]=3)=[O:54])[CH2:12][CH2:11]2)[CH:7]=[CH:8][CH:9]=1)#[N:3]. (4) Given the reactants [CH:1]1([CH2:4][N:5]([C:13]2[C:14]([CH2:22][CH3:23])=[N:15][N:16]3[CH:21]=[CH:20][CH:19]=[CH:18][C:17]=23)[CH2:6][CH:7]2[CH2:12][CH2:11][O:10][CH2:9][CH2:8]2)[CH2:3][CH2:2]1.C([Li])CCC.FC1C([I:36])=C(F)C(F)=C(F)C=1F.O.O1CCCC1, predict the reaction product. The product is: [CH:1]1([CH2:4][N:5]([C:13]2[C:14]([CH2:22][CH3:23])=[N:15][N:16]3[C:21]([I:36])=[CH:20][CH:19]=[CH:18][C:17]=23)[CH2:6][CH:7]2[CH2:12][CH2:11][O:10][CH2:9][CH2:8]2)[CH2:3][CH2:2]1. (5) Given the reactants [C:1]([OH:12])(=[O:11])[C:2]1[CH:10]=[CH:9][C:7]([OH:8])=[C:4]([O:5][CH3:6])[CH:3]=1.C(N(C(C)C)CC)(C)C.Br[CH2:23][CH2:24][CH2:25][CH2:26][CH:27]=[CH2:28], predict the reaction product. The product is: [OH:8][C:7]1[CH:9]=[CH:10][C:2]([C:1]([O:12][CH2:28][CH2:27][CH2:26][CH2:25][CH:24]=[CH2:23])=[O:11])=[CH:3][C:4]=1[O:5][CH3:6]. (6) Given the reactants [CH3:1][NH2:2].[CH3:3][N:4]1[C:12]2[C:7](=[CH:8][CH:9]=[CH:10][CH:11]=2)[C:6]([CH3:13])=[C:5]1[CH:14]=O.[BH4-].[Na+].O, predict the reaction product. The product is: [CH3:3][N:4]1[C:12]2[C:7](=[CH:8][CH:9]=[CH:10][CH:11]=2)[C:6]([CH3:13])=[C:5]1[CH2:14][NH:2][CH3:1]. (7) Given the reactants [CH2:1]([C:5]1[CH:6]=[C:7]([O:12][C:13]2[C:14]([F:22])=[C:15]([CH2:20][NH2:21])[CH:16]=[CH:17][C:18]=2[Cl:19])[CH:8]=[C:9]([Cl:11])[CH:10]=1)[CH2:2][CH2:3][CH3:4].[Cl:23][C:24]1[N:25]=[CH:26][N:27]([CH2:32][O:33][CH2:34][CH2:35][Si:36]([CH3:39])([CH3:38])[CH3:37])[C:28]=1[C:29](O)=[O:30].CN(C(ON1N=NC2C=CC=NC1=2)=[N+](C)C)C.F[P-](F)(F)(F)(F)F.C(N(C(C)C)CC)(C)C, predict the reaction product. The product is: [CH2:1]([C:5]1[CH:6]=[C:7]([O:12][C:13]2[C:14]([F:22])=[C:15]([CH2:20][NH:21][C:29]([C:28]3[N:27]([CH2:32][O:33][CH2:34][CH2:35][Si:36]([CH3:38])([CH3:37])[CH3:39])[CH:26]=[N:25][C:24]=3[Cl:23])=[O:30])[CH:16]=[CH:17][C:18]=2[Cl:19])[CH:8]=[C:9]([Cl:11])[CH:10]=1)[CH2:2][CH2:3][CH3:4].